This data is from Full USPTO retrosynthesis dataset with 1.9M reactions from patents (1976-2016). The task is: Predict the reactants needed to synthesize the given product. Given the product [O:1]=[C:2]1[C:10]2[C:5](=[CH:6][CH:7]=[CH:8][C:9]=2[O:11][CH2:12][CH:13]2[CH2:17][CH2:16][CH2:15][O:14]2)[CH2:4][N:3]1[CH2:18][C:19]1[CH:20]=[CH:21][C:22]([C:23]([OH:25])=[O:24])=[CH:27][CH:28]=1, predict the reactants needed to synthesize it. The reactants are: [O:1]=[C:2]1[C:10]2[C:5](=[CH:6][CH:7]=[CH:8][C:9]=2[O:11][CH2:12][CH:13]2[CH2:17][CH2:16][CH2:15][O:14]2)[CH2:4][N:3]1[CH2:18][C:19]1[CH:28]=[CH:27][C:22]([C:23]([O:25]C)=[O:24])=[CH:21][CH:20]=1.[OH-].[Na+].Cl.C(OCC)(=O)C.